Dataset: Catalyst prediction with 721,799 reactions and 888 catalyst types from USPTO. Task: Predict which catalyst facilitates the given reaction. (1) Reactant: [C:1]([O:5][C:6]([N:8]1[C@@H:12]([CH2:13][C@@H:14]([O:19][C:20]2[CH:25]=[CH:24][C:23]([N+:26]([O-])=O)=[CH:22][CH:21]=2)[C:15]([F:18])([F:17])[F:16])[CH2:11][O:10][C:9]1([CH3:30])[CH3:29])=[O:7])([CH3:4])([CH3:3])[CH3:2]. Product: [C:1]([O:5][C:6]([N:8]1[C@@H:12]([CH2:13][C@@H:14]([O:19][C:20]2[CH:25]=[CH:24][C:23]([NH2:26])=[CH:22][CH:21]=2)[C:15]([F:18])([F:16])[F:17])[CH2:11][O:10][C:9]1([CH3:30])[CH3:29])=[O:7])([CH3:4])([CH3:2])[CH3:3]. The catalyst class is: 19. (2) Reactant: [CH3:1][O:2][C:3]1[CH:27]=[C:26]([O:28][CH3:29])[CH:25]=[CH:24][C:4]=1[CH2:5][N:6]([C:19]1[S:23][N:22]=[CH:21][N:20]=1)[S:7]([C:10]1[CH:15]=[C:14]([F:16])[C:13](F)=[CH:12][C:11]=1[F:18])(=[O:9])=[O:8].[C:30]1([C@H:36]2[CH2:41][CH2:40][CH2:39][CH2:38][C@@H:37]2[OH:42])[CH:35]=[CH:34][CH:33]=[CH:32][CH:31]=1.[H-].[Na+]. Product: [CH3:1][O:2][C:3]1[CH:27]=[C:26]([O:28][CH3:29])[CH:25]=[CH:24][C:4]=1[CH2:5][N:6]([C:19]1[S:23][N:22]=[CH:21][N:20]=1)[S:7]([C:10]1[CH:15]=[C:14]([F:16])[C:13]([O:42][C@H:37]2[CH2:38][CH2:39][CH2:40][CH2:41][C@@H:36]2[C:30]2[CH:31]=[CH:32][CH:33]=[CH:34][CH:35]=2)=[CH:12][C:11]=1[F:18])(=[O:8])=[O:9]. The catalyst class is: 16. (3) The catalyst class is: 2. Reactant: [P:1]([O-])([O:11][CH2:12][C:13]1[CH:18]=[CH:17][CH:16]=[CH:15][CH:14]=1)([O:3][CH2:4][C:5]1[CH:10]=[CH:9][CH:8]=[CH:7][CH:6]=1)=[O:2].C(Cl)(=O)C([Cl:23])=O.CN(C=O)C. Product: [P:1]([Cl:23])([O:11][CH2:12][C:13]1[CH:18]=[CH:17][CH:16]=[CH:15][CH:14]=1)([O:3][CH2:4][C:5]1[CH:10]=[CH:9][CH:8]=[CH:7][CH:6]=1)=[O:2]. (4) Reactant: Cl(O)(=O)(=O)=O.CC1(C)[O:11][C@@H:10]2[O:12][C@H:13]([CH2:28][CH2:29][C:30]3[CH:35]=[CH:34][C:33]([C:36]4[CH:37]=[N:38][CH:39]=[N:40][CH:41]=4)=[CH:32][CH:31]=3)[C@H:14]([CH2:15][CH2:16][N:17]3[C:22](=[O:23])[C:21]4[CH:24]=[CH:25][CH:26]=[CH:27][C:20]=4[N:19]=[N:18]3)[C@@H:9]2[O:8]1. Product: [OH:8][C@@H:9]1[C@H:10]([OH:11])[O:12][C@H:13]([CH2:28][CH2:29][C:30]2[CH:31]=[CH:32][C:33]([C:36]3[CH:37]=[N:38][CH:39]=[N:40][CH:41]=3)=[CH:34][CH:35]=2)[C@@H:14]1[CH2:15][CH2:16][N:17]1[C:22](=[O:23])[C:21]2[CH:24]=[CH:25][CH:26]=[CH:27][C:20]=2[N:19]=[N:18]1. The catalyst class is: 647. (5) Reactant: [N:1]1[C:10]2[C:5](=[CH:6][CH:7]=[CH:8][CH:9]=2)[C:4]([N:11]2[CH2:16][C@@H:15]3[CH2:17][C@H:12]2[CH2:13][N:14]3C(OC(C)(C)C)=O)=[CH:3][CH:2]=1.[ClH:25]. Product: [ClH:25].[C@H:15]12[CH2:17][C@H:12]([N:11]([C:4]3[C:5]4[C:10](=[CH:9][CH:8]=[CH:7][CH:6]=4)[N:1]=[CH:2][CH:3]=3)[CH2:16]1)[CH2:13][NH:14]2. The catalyst class is: 12. (6) Reactant: [N:1]1([C:7]2[CH:13]=[CH:12][C:10]([NH2:11])=[CH:9][CH:8]=2)[CH2:6][CH2:5][O:4][CH2:3][CH2:2]1.[CH2:14]([N:18]1[C:22](=[O:23])[C:21](Cl)=[C:20]([C:25]2[CH:30]=[CH:29][CH:28]=[C:27]([Cl:31])[CH:26]=2)[S:19]1(=[O:33])=[O:32])[CH2:15][CH2:16][CH3:17]. Product: [CH2:14]([N:18]1[C:22](=[O:23])[C:21]([NH:11][C:10]2[CH:12]=[CH:13][C:7]([N:1]3[CH2:2][CH2:3][O:4][CH2:5][CH2:6]3)=[CH:8][CH:9]=2)=[C:20]([C:25]2[CH:30]=[CH:29][CH:28]=[C:27]([Cl:31])[CH:26]=2)[S:19]1(=[O:32])=[O:33])[CH2:15][CH2:16][CH3:17]. The catalyst class is: 3. (7) Reactant: Br[C:2]1[CH:7]=[CH:6][C:5]([F:8])=[CH:4][N:3]=1.C([Mg]Cl)(C)C.[CH2:14]([N:17]([CH2:25][C:26](N(OC)C)=[O:27])[C:18](=[O:24])[O:19][C:20]([CH3:23])([CH3:22])[CH3:21])[CH:15]=[CH2:16].Cl. Product: [CH2:14]([N:17]([CH2:25][C:26]([C:2]1[CH:7]=[CH:6][C:5]([F:8])=[CH:4][N:3]=1)=[O:27])[C:18](=[O:24])[O:19][C:20]([CH3:21])([CH3:22])[CH3:23])[CH:15]=[CH2:16]. The catalyst class is: 54.